Task: Predict the reactants needed to synthesize the given product.. Dataset: Full USPTO retrosynthesis dataset with 1.9M reactions from patents (1976-2016) (1) Given the product [NH2:28][C:6]1[CH:5]=[C:4]([CH3:3])[C:15]([O:16][C:17]2[CH:22]=[CH:21][C:20]([O:23][C:24]([F:25])([F:26])[F:27])=[CH:19][CH:18]=2)=[CH:14][C:7]=1[C:8]([O:10][CH:11]([CH3:13])[CH3:12])=[O:9], predict the reactants needed to synthesize it. The reactants are: O.Cl.[CH3:3][C:4]1[C:15]([O:16][C:17]2[CH:22]=[CH:21][C:20]([O:23][C:24]([F:27])([F:26])[F:25])=[CH:19][CH:18]=2)=[CH:14][C:7]([C:8]([O:10][CH:11]([CH3:13])[CH3:12])=[O:9])=[C:6]([N+:28]([O-])=O)[CH:5]=1.C(=O)(O)[O-].[Na+]. (2) Given the product [ClH:39].[OH:30][NH:29][C:27]([C:21]1([S:18]([C:15]2[CH:16]=[N:17][C:12]([C:9]3[CH:8]=[CH:7][C:6]([CH2:1][CH2:2][CH2:3][CH2:4][CH3:5])=[CH:11][CH:10]=3)=[CH:13][CH:14]=2)(=[O:20])=[O:19])[CH2:22][CH2:23][O:24][CH2:25][CH2:26]1)=[O:28], predict the reactants needed to synthesize it. The reactants are: [CH2:1]([C:6]1[CH:11]=[CH:10][C:9]([C:12]2[N:17]=[CH:16][C:15]([S:18]([C:21]3([C:27]([NH:29][O:30]C4CCCCO4)=[O:28])[CH2:26][CH2:25][O:24][CH2:23][CH2:22]3)(=[O:20])=[O:19])=[CH:14][CH:13]=2)=[CH:8][CH:7]=1)[CH2:2][CH2:3][CH2:4][CH3:5].CO.[ClH:39]. (3) Given the product [N:16]1[CH:21]=[CH:20][C:19]([C:22]2[N:26]3[CH2:27][CH2:28][CH2:29][N:30]([CH2:2][C:3]4[O:7][N:6]=[C:5]([C:8]5[CH:9]=[C:10]([CH:13]=[CH:14][CH:15]=5)[C:11]#[N:12])[N:4]=4)[C:25]3=[N:24][N:23]=2)=[CH:18][CH:17]=1, predict the reactants needed to synthesize it. The reactants are: Cl[CH2:2][C:3]1[O:7][N:6]=[C:5]([C:8]2[CH:9]=[C:10]([CH:13]=[CH:14][CH:15]=2)[C:11]#[N:12])[N:4]=1.[N:16]1[CH:21]=[CH:20][C:19]([C:22]2[N:26]3[CH2:27][CH2:28][CH2:29][NH:30][C:25]3=[N:24][N:23]=2)=[CH:18][CH:17]=1.C(=O)([O-])[O-].[K+].[K+]. (4) Given the product [Cl:1][C:2]1[CH:3]=[C:4]([NH:15][C:16]2[C:25]3[C:20](=[CH:21][C:22]([N:15]4[CH2:16][CH2:17][CH:34]([N:35]5[CH2:39][CH2:38][CH2:37][CH2:36]5)[CH2:3][CH2:4]4)=[C:23]([O:26][CH2:27][CH2:28][O:29][CH3:30])[CH:24]=3)[N:19]=[CH:18][C:17]=2[C:32]#[N:33])[CH:5]=[CH:6][C:7]=1[S:8][C:9]1[N:10]([CH3:14])[CH:11]=[CH:12][N:13]=1, predict the reactants needed to synthesize it. The reactants are: [Cl:1][C:2]1[CH:3]=[C:4]([NH:15][C:16]2[C:25]3[C:20](=[CH:21][C:22](F)=[C:23]([O:26][CH2:27][CH2:28][O:29][CH3:30])[CH:24]=3)[N:19]=[CH:18][C:17]=2[C:32]#[N:33])[CH:5]=[CH:6][C:7]=1[S:8][C:9]1[N:10]([CH3:14])[CH:11]=[CH:12][N:13]=1.[CH3:34][N:35]1[CH2:39][CH2:38][CH2:37][C:36]1=O.